This data is from Forward reaction prediction with 1.9M reactions from USPTO patents (1976-2016). The task is: Predict the product of the given reaction. Given the reactants N#N.Br[C:4]1[CH:9]=[CH:8][CH:7]=[C:6]([C:10]2([CH3:15])[O:14][CH2:13][CH2:12][O:11]2)[N:5]=1.[Li]CCCC.CN([CH:24]=[O:25])C.C([O-])(O)=O.[Na+], predict the reaction product. The product is: [CH3:15][C:10]1([C:6]2[N:5]=[C:4]([CH:24]=[O:25])[CH:9]=[CH:8][CH:7]=2)[O:14][CH2:13][CH2:12][O:11]1.